Dataset: Forward reaction prediction with 1.9M reactions from USPTO patents (1976-2016). Task: Predict the product of the given reaction. Given the reactants [Cl:1][C:2]1[CH:7]=[CH:6][C:5](I)=[C:4]([F:9])[CH:3]=1.[NH:10]1[CH2:14][CH2:13][CH2:12][C:11]1=[O:15].[C@@H]1(N)CCCC[C@H]1N.P([O-])([O-])([O-])=O.[K+].[K+].[K+].O1CCOCC1, predict the reaction product. The product is: [Cl:1][C:2]1[CH:7]=[CH:6][C:5]([N:10]2[CH2:14][CH2:13][CH2:12][C:11]2=[O:15])=[C:4]([F:9])[CH:3]=1.